Predict the reactants needed to synthesize the given product. From a dataset of Full USPTO retrosynthesis dataset with 1.9M reactions from patents (1976-2016). (1) Given the product [NH2:22][C:19]1[CH:18]=[C:17]([C:14]([CH3:16])([CH3:15])[CH2:13][OH:12])[O:21][N:20]=1, predict the reactants needed to synthesize it. The reactants are: OCC(C)(C)C(=O)CC#N.C[O:12][CH2:13][C:14]([C:17]1[O:21][N:20]=[C:19]([NH2:22])[CH:18]=1)([CH3:16])[CH3:15]. (2) Given the product [BrH:1].[NH2:28][C:26]1[S:27][C:2]2[CH2:8][CH2:7][CH2:6][C:5]3[CH:9]=[C:10]([N:13]4[CH2:17][C@H:16]([CH2:18][NH:19][C:20](=[O:22])[CH3:21])[O:15][C:14]4=[O:23])[CH:11]=[CH:12][C:4]=3[C:3]=2[N:25]=1, predict the reactants needed to synthesize it. The reactants are: [Br:1][CH:2]1[CH2:8][CH2:7][CH2:6][C:5]2[CH:9]=[C:10]([N:13]3[CH2:17][C@H:16]([CH2:18][NH:19][C:20](=[O:22])[CH3:21])[O:15][C:14]3=[O:23])[CH:11]=[CH:12][C:4]=2[C:3]1=O.[NH2:25][C:26]([NH2:28])=[S:27]. (3) The reactants are: [CH2:1]([O:3][C:4](=[O:32])[CH2:5][CH2:6][CH2:7][N:8]1[C:12](=[O:13])[C:11]2([CH2:18][CH2:17][N:16](C(OC(C)(C)C)=O)[CH2:15][CH2:14]2)[N:10]([C:26]2[CH:31]=[CH:30][CH:29]=[CH:28][CH:27]=2)[CH2:9]1)[CH3:2].Cl. Given the product [O:13]=[C:12]1[C:11]2([CH2:14][CH2:15][NH:16][CH2:17][CH2:18]2)[N:10]([C:26]2[CH:31]=[CH:30][CH:29]=[CH:28][CH:27]=2)[CH2:9][N:8]1[CH2:7][CH2:6][CH2:5][C:4]([O:3][CH2:1][CH3:2])=[O:32], predict the reactants needed to synthesize it. (4) Given the product [CH:30]1([C:33]([N:21]([CH2:20][C:17]2[CH:16]=[CH:15][C:14]([C:13]([NH:12][C:10]3[S:11][C:7]4[C:6]([N:24]5[CH2:25][CH2:26][O:27][CH2:28][CH2:29]5)=[CH:5][CH:4]=[C:3]([O:2][CH3:1])[C:8]=4[N:9]=3)=[O:23])=[CH:19][CH:18]=2)[CH3:22])=[O:34])[CH2:32][CH2:31]1, predict the reactants needed to synthesize it. The reactants are: [CH3:1][O:2][C:3]1[C:8]2[N:9]=[C:10]([NH:12][C:13](=[O:23])[C:14]3[CH:19]=[CH:18][C:17]([CH2:20][NH:21][CH3:22])=[CH:16][CH:15]=3)[S:11][C:7]=2[C:6]([N:24]2[CH2:29][CH2:28][O:27][CH2:26][CH2:25]2)=[CH:5][CH:4]=1.[CH:30]1([C:33](Cl)=[O:34])[CH2:32][CH2:31]1. (5) Given the product [CH2:34]([O:33][C:31](=[O:32])[CH2:30][CH2:29][CH2:28][O:1][C:2]1[CH:7]=[CH:6][CH:5]=[CH:4][C:3]=1[N:8]1[CH2:13][CH2:12][N:11]([C:14]([O:16][C:17]([CH3:20])([CH3:19])[CH3:18])=[O:15])[CH2:10][CH2:9]1)[CH3:35], predict the reactants needed to synthesize it. The reactants are: [OH:1][C:2]1[CH:7]=[CH:6][CH:5]=[CH:4][C:3]=1[N:8]1[CH2:13][CH2:12][N:11]([C:14]([O:16][C:17]([CH3:20])([CH3:19])[CH3:18])=[O:15])[CH2:10][CH2:9]1.C(=O)([O-])[O-].[Cs+].[Cs+].Br[CH2:28][CH2:29][CH2:30][C:31]([O:33][CH2:34][CH3:35])=[O:32]. (6) Given the product [Cl:8][C:9]1[CH:38]=[CH:37][CH:36]=[CH:35][C:10]=1[CH2:11][C:12]1[C:16]([N:17]2[CH2:22][CH2:21][CH2:20][C@@H:19]([NH:23][C:24](=[O:30])[O:25][C:26]([CH3:29])([CH3:27])[CH3:28])[CH2:18]2)=[N:15][N:14]2[C:13]=1[C:31](=[O:32])[NH:33][N:34]=[CH:1]2, predict the reactants needed to synthesize it. The reactants are: [CH:1](OC)(OC)OC.[Cl:8][C:9]1[CH:38]=[CH:37][CH:36]=[CH:35][C:10]=1[CH2:11][C:12]1[C:13]([C:31]([NH:33][NH2:34])=[O:32])=[N:14][NH:15][C:16]=1[N:17]1[CH2:22][CH2:21][CH2:20][C@@H:19]([NH:23][C:24](=[O:30])[O:25][C:26]([CH3:29])([CH3:28])[CH3:27])[CH2:18]1.C1(C)C=CC=CC=1.